From a dataset of Reaction yield outcomes from USPTO patents with 853,638 reactions. Predict the reaction yield, written as a fraction of the theoretical maximum amount of product (1.0 means a 100% yield; for example, 0.34 means a 34% yield). (1) The reactants are C[O:2][C:3](=O)[C:4]1[CH:9]=[CH:8][CH:7]=[CH:6][C:5]=1[N:10]([S:17]([CH3:20])(=[O:19])=[O:18])[C:11]1[CH:16]=[CH:15][CH:14]=[CH:13][CH:12]=1.C[Si]([N-][Si](C)(C)C)(C)C.[Na+]. The catalyst is CN(C)C(=O)C. The product is [C:11]1([N:10]2[C:5]3[CH:6]=[CH:7][CH:8]=[CH:9][C:4]=3[C:3](=[O:2])[CH2:20][S:17]2(=[O:19])=[O:18])[CH:16]=[CH:15][CH:14]=[CH:13][CH:12]=1. The yield is 0.790. (2) The reactants are CCN(CC)CC.C([SiH](CC)CC)C.C([O:22][C:23]1[CH:32]=[C:31]2[C:26]([CH:27]=[CH:28][N:29]=[C:30]2[C:33]2[CH:34]=[N:35][N:36]([CH3:38])[CH:37]=2)=[CH:25][N:24]=1)C1C=CC=CC=1. The catalyst is C(Cl)Cl.CC([O-])=O.CC([O-])=O.[Pd+2]. The product is [CH3:38][N:36]1[CH:37]=[C:33]([C:30]2[N:29]=[CH:28][CH:27]=[C:26]3[C:31]=2[CH:32]=[C:23]([OH:22])[N:24]=[CH:25]3)[CH:34]=[N:35]1. The yield is 0.150. (3) The reactants are N[C:2]1[CH:23]=[CH:22][C:5]([CH2:6][NH:7]/[CH:8]=[C:9]2\[C:10](=[O:21])[NH:11][C:12](=[O:20])[C:13]3[C:18]\2=[CH:17][C:16]([I:19])=[CH:15][CH:14]=3)=[CH:4][C:3]=1[O:24][Si](C(C)C)(C(C)C)C(C)C.[C:35]([BH3-])#[N:36].[Na+].[C:39](O)(=O)C.[F-].C([N+](CCCC)(CCCC)CCCC)CCC. The catalyst is O1CCCC1.CO. The product is [CH3:39][N:36]([CH3:35])[C:2]1[CH:23]=[CH:22][C:5]([CH2:6][NH:7]/[CH:8]=[C:9]2\[C:10](=[O:21])[NH:11][C:12](=[O:20])[C:13]3[C:18]\2=[CH:17][C:16]([I:19])=[CH:15][CH:14]=3)=[CH:4][C:3]=1[OH:24]. The yield is 0.260. (4) The reactants are [Br:1][C:2]1[C:3]([S:11][CH2:12][CH2:13][C:14]([O:16][CH2:17][CH:18]([CH2:23][CH3:24])[CH2:19][CH2:20][CH2:21][CH3:22])=[O:15])=[CH:4][C:5]2[O:9][CH2:8][CH2:7][C:6]=2[CH:10]=1.C(C1C(=O)C(Cl)=C(Cl)C(=O)C=1C#N)#N. The catalyst is O1CCOCC1.CCOCC. The product is [Br:1][C:2]1[C:3]([S:11][CH2:12][CH2:13][C:14]([O:16][CH2:17][CH:18]([CH2:23][CH3:24])[CH2:19][CH2:20][CH2:21][CH3:22])=[O:15])=[CH:4][C:5]2[O:9][CH:8]=[CH:7][C:6]=2[CH:10]=1. The yield is 0.990.